From a dataset of Catalyst prediction with 721,799 reactions and 888 catalyst types from USPTO. Predict which catalyst facilitates the given reaction. Reactant: C(Cl)(=O)C(Cl)=O.CS(C)=O.[CH2:11]([C:14]1[N:15]([CH2:27][CH2:28][CH2:29][CH:30]([OH:32])[CH3:31])[C:16]2[C:25]3[CH:24]=[CH:23][CH:22]=[CH:21][C:20]=3[N:19]=[CH:18][C:17]=2[N:26]=1)[CH2:12][CH3:13].C(N(CC)CC)C.C(=O)(O)[O-].[Na+]. Product: [CH2:11]([C:14]1[N:15]([CH2:27][CH2:28][CH2:29][C:30](=[O:32])[CH3:31])[C:16]2[C:25]3[CH:24]=[CH:23][CH:22]=[CH:21][C:20]=3[N:19]=[CH:18][C:17]=2[N:26]=1)[CH2:12][CH3:13]. The catalyst class is: 4.